From a dataset of Full USPTO retrosynthesis dataset with 1.9M reactions from patents (1976-2016). Predict the reactants needed to synthesize the given product. (1) Given the product [Cl:38][C:39]1[CH:40]=[C:41]([CH2:46][CH2:47][NH:48][CH2:35][C:33]2[CH:32]=[CH:31][C:29]3[O:30][C:26]([CH3:37])([CH3:25])[O:27][C:28]=3[CH:34]=2)[CH:42]=[CH:43][C:44]=1[Cl:45], predict the reactants needed to synthesize it. The reactants are: C1(C2C=CC(CNCCC3C=CC(F)=C(C(F)(F)F)C=3)=CC=2)CC1.[CH3:25][C:26]1([CH3:37])[O:30][C:29]2[CH:31]=[CH:32][C:33]([CH:35]=O)=[CH:34][C:28]=2[O:27]1.[Cl:38][C:39]1[CH:40]=[C:41]([CH2:46][CH2:47][NH2:48])[CH:42]=[CH:43][C:44]=1[Cl:45].[BH4-].[Na+]. (2) Given the product [C:15]([O:19][C:20](=[O:27])[NH:21][C:22]([CH3:26])([CH3:25])[CH2:23][NH:38][C:37]1[CH:39]=[CH:40][CH:41]=[CH:42][C:36]=1[O:35][CH2:28][C:29]1[CH:30]=[CH:31][CH:32]=[CH:33][CH:34]=1)([CH3:18])([CH3:17])[CH3:16], predict the reactants needed to synthesize it. The reactants are: C(O[BH-](OC(=O)C)OC(=O)C)(=O)C.[Na+].[C:15]([O:19][C:20](=[O:27])[NH:21][C:22]([CH3:26])([CH3:25])[CH:23]=O)([CH3:18])([CH3:17])[CH3:16].[CH2:28]([O:35][C:36]1[CH:42]=[CH:41][CH:40]=[CH:39][C:37]=1[NH2:38])[C:29]1[CH:34]=[CH:33][CH:32]=[CH:31][CH:30]=1.C(O)(=O)C.C(=O)(O)[O-].[Na+]. (3) The reactants are: [Br:1][C:2]1[CH:3]=[N:4][C:5]2[N:6]([N:8]=[C:9]([C:11]([OH:13])=O)[CH:10]=2)[CH:7]=1.[CH3:14][N:15]1[CH:19]=[CH:18][CH:17]=[C:16]1[C:20]1[CH2:21][CH2:22][NH:23][CH2:24][CH:25]=1. Given the product [Br:1][C:2]1[CH:3]=[N:4][C:5]2[N:6]([N:8]=[C:9]([C:11]([N:23]3[CH2:24][CH:25]=[C:20]([C:16]4[N:15]([CH3:14])[CH:19]=[CH:18][CH:17]=4)[CH2:21][CH2:22]3)=[O:13])[CH:10]=2)[CH:7]=1, predict the reactants needed to synthesize it. (4) Given the product [F:19][C:11]1[CH:10]=[CH:9][C:8]([C:22]2[N:26]3[CH:27]=[CH:28][C:29]([C:31]([OH:34])([CH3:32])[CH3:33])=[N:30][C:25]3=[N:24][CH:23]=2)=[CH:13][C:12]=1[N:14]1[CH:18]=[CH:17][CH:16]=[N:15]1, predict the reactants needed to synthesize it. The reactants are: CC1(C)COB([C:8]2[CH:9]=[CH:10][C:11]([F:19])=[C:12]([N:14]3[CH:18]=[CH:17][CH:16]=[N:15]3)[CH:13]=2)OC1.Br[C:22]1[N:26]2[CH:27]=[CH:28][C:29]([C:31]([OH:34])([CH3:33])[CH3:32])=[N:30][C:25]2=[N:24][CH:23]=1.